Dataset: Catalyst prediction with 721,799 reactions and 888 catalyst types from USPTO. Task: Predict which catalyst facilitates the given reaction. (1) Reactant: [C:1](#[N:4])[CH2:2][CH3:3].Cl[C:6]1[CH:11]=[CH:10][CH:9]=[C:8]([Cl:12])[N:7]=1.C[Si]([N-:17][Si](C)(C)C)(C)C.[K+].[CH2:23]([Cl:25])Cl.[CH3:26][CH2:27][CH2:28][CH2:29]CC. Product: [Cl:12][C:8]1[N:7]=[C:6]([CH:2]([CH3:3])[C:1]#[N:4])[CH:11]=[CH:10][CH:9]=1.[Cl:12][C:8]1[N:7]=[C:6]([C:2]([C:29]2[CH:28]=[CH:27][CH:26]=[C:23]([Cl:25])[N:17]=2)([CH3:3])[C:1]#[N:4])[CH:11]=[CH:10][CH:9]=1. The catalyst class is: 2. (2) The catalyst class is: 8. Reactant: [S:1]1[CH:5]=[CH:4][CH:3]=[C:2]1[S:6]([NH:9][C:10]1[CH:11]=[CH:12][CH:13]=[C:14]2[C:18]=1[NH:17][C:16]([C:19]([O:21]CC)=[O:20])=[CH:15]2)(=[O:8])=[O:7].[OH-].[Na+].O1CCCC1. Product: [S:1]1[CH:5]=[CH:4][CH:3]=[C:2]1[S:6]([NH:9][C:10]1[CH:11]=[CH:12][CH:13]=[C:14]2[C:18]=1[NH:17][C:16]([C:19]([OH:21])=[O:20])=[CH:15]2)(=[O:8])=[O:7]. (3) Reactant: [C:1]1(C2C=CC=CC=2)[CH:6]=[CH:5][CH:4]=[CH:3][C:2]=1[N:7]1[C:16](=[O:17])[C:15]2[C:10](=[CH:11][CH:12]=[CH:13][C:14]=2[Cl:18])[N:9]=[C:8]1[CH2:19]Cl.[N:27]1[C:35]([NH2:36])=[C:34]2[C:30]([N:31]=[CH:32][NH:33]2)=[N:29][CH:28]=1.[C:37]([O-])([O-])=[O:38].[K+].[K+]. Product: [NH2:36][C:35]1[N:27]=[CH:28][N:29]=[C:30]2[C:34]=1[N:33]=[CH:32][N:31]2[CH2:19][C:8]1[N:7]([C:2]2[CH:3]=[CH:4][CH:5]=[CH:6][C:1]=2[O:38][CH3:37])[C:16](=[O:17])[C:15]2[C:10](=[CH:11][CH:12]=[CH:13][C:14]=2[Cl:18])[N:9]=1. The catalyst class is: 3. (4) Reactant: C(OC(=O)[NH:7][C:8]1([C:12]2[CH:17]=[CH:16][C:15]([C:18]3[C:19](=[O:45])[C:20]4[C:21]([O:37][C:38]=3[C:39]3[CH:44]=[CH:43][CH:42]=[CH:41][CH:40]=3)=[C:22]3[C:26](=[CH:27][CH:28]=4)[N:25](COCC[Si](C)(C)C)[N:24]=[CH:23]3)=[CH:14][CH:13]=2)[CH2:11][CH2:10][CH2:9]1)(C)(C)C.C(O)(C(F)(F)F)=O. Product: [NH2:7][C:8]1([C:12]2[CH:17]=[CH:16][C:15]([C:18]3[C:19](=[O:45])[C:20]4[C:21]([O:37][C:38]=3[C:39]3[CH:40]=[CH:41][CH:42]=[CH:43][CH:44]=3)=[C:22]3[C:26](=[CH:27][CH:28]=4)[NH:25][N:24]=[CH:23]3)=[CH:14][CH:13]=2)[CH2:11][CH2:10][CH2:9]1. The catalyst class is: 61. (5) Reactant: [Br:1][C:2]1[CH:3]=[C:4]2[C:8](=[CH:9][CH:10]=1)[NH:7][CH:6]=[CH:5]2.[CH:11]([Si:14](OS(C(F)(F)F)(=O)=O)([CH:18]([CH3:20])[CH3:19])[CH:15]([CH3:17])[CH3:16])([CH3:13])[CH3:12].O. Product: [Br:1][C:2]1[CH:3]=[C:4]2[C:8](=[CH:9][CH:10]=1)[N:7]([Si:14]([CH:18]([CH3:20])[CH3:19])([CH:15]([CH3:17])[CH3:16])[CH:11]([CH3:13])[CH3:12])[CH:6]=[CH:5]2. The catalyst class is: 3. (6) Reactant: [CH3:1][O:2][C:3]1[CH:4]=[C:5]2[C:10](=[CH:11][C:12]=1[O:13][CH3:14])[N:9]=[CH:8][CH:7]=[C:6]2[O:15][C:16]1[C:22]([CH3:23])=[CH:21][C:19]([NH2:20])=[C:18]([CH3:24])[CH:17]=1.Cl[C:26](Cl)([O:28]C(=O)OC(Cl)(Cl)Cl)Cl.[OH:37][CH:38]([C:41]1[CH:46]=[CH:45][CH:44]=[CH:43][CH:42]=1)[C:39]#[N:40].C(=O)(O)[O-].[Na+]. Product: [CH3:1][O:2][C:3]1[CH:4]=[C:5]2[C:10](=[CH:11][C:12]=1[O:13][CH3:14])[N:9]=[CH:8][CH:7]=[C:6]2[O:15][C:16]1[C:22]([CH3:23])=[CH:21][C:19]([NH:20][C:26](=[O:28])[O:37][CH:38]([C:39]#[N:40])[C:41]2[CH:46]=[CH:45][CH:44]=[CH:43][CH:42]=2)=[C:18]([CH3:24])[CH:17]=1. The catalyst class is: 208. (7) Reactant: [CH3:1][NH:2][C:3]([NH2:5])=[O:4].[C:6](O)(=[O:11])[CH2:7][C:8](O)=[O:9].C(OC(=O)C)(=O)C. Product: [CH3:1][N:2]1[C:6](=[O:11])[CH2:7][C:8](=[O:9])[NH:5][C:3]1=[O:4]. The catalyst class is: 15.